This data is from Forward reaction prediction with 1.9M reactions from USPTO patents (1976-2016). The task is: Predict the product of the given reaction. (1) Given the reactants I[C:2]1[CH:11]=[CH:10][C:5]([C:6]([O:8][CH3:9])=[O:7])=[CH:4][CH:3]=1.[Br:12][C:13]1[CH:18]=[CH:17][C:16](B(O)O)=[CH:15][CH:14]=1.C(O)C.C([O-])([O-])=O.[Na+].[Na+], predict the reaction product. The product is: [CH3:9][O:8][C:6]([C:5]1[CH:10]=[CH:11][C:2]([C:16]2[CH:17]=[CH:18][C:13]([Br:12])=[CH:14][CH:15]=2)=[CH:3][CH:4]=1)=[O:7]. (2) Given the reactants Cl[C:2]1[CH:3]=[C:4]2[C:9](=[CH:10][CH:11]=1)[C:8]([N:12]1[CH2:17][CH2:16][N:15]3[C:18]([C:21]([F:24])([F:23])[F:22])=[N:19][N:20]=[C:14]3[CH2:13]1)=[N:7][N:6]=[CH:5]2.[CH:25]1([NH:28][C:29](=[O:46])[C:30]2[CH:35]=[CH:34][C:33]([CH3:36])=[C:32](B3OC(C)(C)C(C)(C)O3)[CH:31]=2)[CH2:27][CH2:26]1.C1(P(C2CCCCC2)C2C=CC=CC=2C2C=CC=CC=2C)CCCCC1.C(=O)([O-])[O-].[K+].[K+], predict the reaction product. The product is: [CH:25]1([NH:28][C:29](=[O:46])[C:30]2[CH:35]=[CH:34][C:33]([CH3:36])=[C:32]([C:2]3[CH:3]=[C:4]4[C:9](=[CH:10][CH:11]=3)[C:8]([N:12]3[CH2:17][CH2:16][N:15]5[C:18]([C:21]([F:22])([F:24])[F:23])=[N:19][N:20]=[C:14]5[CH2:13]3)=[N:7][N:6]=[CH:5]4)[CH:31]=2)[CH2:26][CH2:27]1. (3) Given the reactants Cl.[O:2]1[CH2:6][CH2:5][CH:4]([CH2:7][NH2:8])[CH2:3]1.C(N(CC)CC)C.[F:16][C:17]1[CH:22]=[CH:21][CH:20]=[CH:19][C:18]=1[CH2:23][CH2:24][CH2:25][C:26]1[O:30][N:29]=[C:28]([C:31](O)=[O:32])[CH:27]=1.ON1C2C=CC=CC=2N=N1.Cl.C(N=C=NCCCN(C)C)C.Cl, predict the reaction product. The product is: [O:2]1[CH2:6][CH2:5][CH:4]([CH2:7][NH:8][C:31]([C:28]2[CH:27]=[C:26]([CH2:25][CH2:24][CH2:23][C:18]3[CH:19]=[CH:20][CH:21]=[CH:22][C:17]=3[F:16])[O:30][N:29]=2)=[O:32])[CH2:3]1. (4) Given the reactants Cl([O-])=O.[Na+].[Cl:5][C:6]1[CH:13]=[CH:12][C:9]([CH:10]=[O:11])=[CH:8][C:7]=1[F:14].S(N)(=O)(=O)[OH:16].C(O)(C)(C)C, predict the reaction product. The product is: [Cl:5][C:6]1[CH:13]=[CH:12][C:9]([C:10]([OH:16])=[O:11])=[CH:8][C:7]=1[F:14]. (5) The product is: [Cl:24][C:21]1[C:20]2[C:15](=[CH:16][CH:17]=[CH:18][CH:19]=2)[N:14]=[C:13]([C:5]2[CH:4]=[C:3]([O:2][CH3:1])[C:8]([O:9][CH3:10])=[C:7]([O:11][CH3:12])[CH:6]=2)[N:22]=1. Given the reactants [CH3:1][O:2][C:3]1[CH:4]=[C:5]([C:13]2[N:22]=[C:21](O)[C:20]3[C:15](=[CH:16][CH:17]=[CH:18][CH:19]=3)[N:14]=2)[CH:6]=[C:7]([O:11][CH3:12])[C:8]=1[O:9][CH3:10].[Cl:24]CCl.C(Cl)(C(Cl)=O)=O, predict the reaction product. (6) Given the reactants C([O-])(=O)C.[C:5]([C:9]1[CH:14]=[CH:13][C:12]([I+:15][C:16]2[CH:21]=[CH:20][C:19]([C:22]([CH3:25])([CH3:24])[CH3:23])=[CH:18][CH:17]=2)=[CH:11][CH:10]=1)([CH3:8])([CH3:7])[CH3:6].[C:26]1([CH3:37])[CH:31]=[CH:30][C:29]([S:32]([O:35]C)(=[O:34])=[O:33])=[CH:28][CH:27]=1, predict the reaction product. The product is: [C:26]1([CH3:37])[CH:27]=[CH:28][C:29]([S:32]([O-:35])(=[O:33])=[O:34])=[CH:30][CH:31]=1.[C:22]([C:19]1[CH:20]=[CH:21][C:16]([I+:15][C:12]2[CH:11]=[CH:10][C:9]([C:5]([CH3:8])([CH3:7])[CH3:6])=[CH:14][CH:13]=2)=[CH:17][CH:18]=1)([CH3:25])([CH3:24])[CH3:23]. (7) Given the reactants [C:1]([O:5][C:6](=[O:14])[C:7]1[CH:12]=[CH:11][CH:10]=[C:9](Br)[CH:8]=1)([CH3:4])([CH3:3])[CH3:2].[C:15]1([CH3:24])[CH:20]=[CH:19][C:18](B(O)O)=[CH:17][CH:16]=1.C(=O)([O-])[O-].[Na+].[Na+], predict the reaction product. The product is: [C:1]([O:5][C:6](=[O:14])[C:7]1[CH:12]=[CH:11][CH:10]=[C:9]([C:18]2[CH:19]=[CH:20][C:15]([CH3:24])=[CH:16][CH:17]=2)[CH:8]=1)([CH3:4])([CH3:3])[CH3:2].